From a dataset of TCR-epitope binding with 47,182 pairs between 192 epitopes and 23,139 TCRs. Binary Classification. Given a T-cell receptor sequence (or CDR3 region) and an epitope sequence, predict whether binding occurs between them. (1) The epitope is KLGGALQAK. The TCR CDR3 sequence is CASSLATGSYEQYF. Result: 0 (the TCR does not bind to the epitope). (2) The epitope is VLWAHGFEL. The TCR CDR3 sequence is CAISNSYEQYF. Result: 0 (the TCR does not bind to the epitope). (3) The epitope is QARQMVQAMRTIGTHP. The TCR CDR3 sequence is CASSLLTNQETQYF. Result: 0 (the TCR does not bind to the epitope). (4) The epitope is IPSINVHHY. The TCR CDR3 sequence is CASSLANTGELFF. Result: 1 (the TCR binds to the epitope).